Dataset: Full USPTO retrosynthesis dataset with 1.9M reactions from patents (1976-2016). Task: Predict the reactants needed to synthesize the given product. (1) Given the product [OH:2][C:3]1[C:8]([C:9]2[CH:10]=[CH:11][C:12]([C@H:15]([N:17]3[C:25](=[O:26])[C:24]4[C:19](=[CH:20][CH:21]=[CH:22][CH:23]=4)[C:18]3=[O:27])[CH3:16])=[CH:13][CH:14]=2)=[CH:7][CH:6]=[CH:5][N:4]=1, predict the reactants needed to synthesize it. The reactants are: C[O:2][C:3]1[C:8]([C:9]2[CH:14]=[CH:13][C:12]([C@H:15]([N:17]3[C:25](=[O:26])[C:24]4[C:19](=[CH:20][CH:21]=[CH:22][CH:23]=4)[C:18]3=[O:27])[CH3:16])=[CH:11][CH:10]=2)=[CH:7][CH:6]=[CH:5][N:4]=1.Cl. (2) Given the product [CH3:16][O:17][CH2:18][O:1][C:2]1[C:3]([CH3:15])=[C:4]2[C:9](=[C:10]([CH3:13])[C:11]=1[CH3:12])[S:8][CH2:7][CH2:6][C:5]2=[O:14], predict the reactants needed to synthesize it. The reactants are: [OH:1][C:2]1[C:3]([CH3:15])=[C:4]2[C:9](=[C:10]([CH3:13])[C:11]=1[CH3:12])[S:8][CH2:7][CH2:6][C:5]2=[O:14].[CH3:16][O:17][CH2:18]Cl.[H-].[Na+]. (3) Given the product [CH2:30]([N:17]1[C:18]2[C:19](=[N:20][CH:21]=[C:22]([O:24][CH2:25][C:26]([F:28])([F:27])[F:29])[CH:23]=2)[N:15]([C:12]2[CH:13]=[CH:14][C:9]([OH:8])=[CH:10][CH:11]=2)[C:16]1=[O:32])[CH3:31], predict the reactants needed to synthesize it. The reactants are: C([O:8][C:9]1[CH:14]=[CH:13][C:12]([N:15]2[C:19]3=[N:20][CH:21]=[C:22]([O:24][CH2:25][C:26]([F:29])([F:28])[F:27])[CH:23]=[C:18]3[N:17]([CH2:30][CH3:31])[C:16]2=[O:32])=[CH:11][CH:10]=1)C1C=CC=CC=1. (4) Given the product [C:3]([C:7]1[CH:12]=[CH:11][CH:10]=[CH:9][C:8]=1[N:13]1[CH2:18][CH2:17][N:16]([C:26]([C:23]2([C:21]([O:20][CH3:19])=[O:22])[CH2:25][CH2:24]2)=[O:27])[CH2:15][CH2:14]1)([CH3:6])([CH3:4])[CH3:5], predict the reactants needed to synthesize it. The reactants are: Cl.Cl.[C:3]([C:7]1[CH:12]=[CH:11][CH:10]=[CH:9][C:8]=1[N:13]1[CH2:18][CH2:17][NH:16][CH2:15][CH2:14]1)([CH3:6])([CH3:5])[CH3:4].[CH3:19][O:20][C:21]([C:23]1([C:26](O)=[O:27])[CH2:25][CH2:24]1)=[O:22].CCN=C=NCCCN(C)C.C1C=CC2N(O)N=NC=2C=1.C(N(CC)CC)C.C(=O)([O-])O.[Na+].